Dataset: Catalyst prediction with 721,799 reactions and 888 catalyst types from USPTO. Task: Predict which catalyst facilitates the given reaction. Reactant: [H-].[Na+].[C:3]([O:7][CH3:8])(=[O:6])[CH2:4][OH:5].[NH2:9][C:10]1[C:15]([I:16])=[C:14](Cl)[N:13]=[C:12]([S:18][CH3:19])[N:11]=1.[Cl-].[NH4+]. Product: [NH2:9][C:10]1[C:15]([I:16])=[C:14]([O:5][CH2:4][C:3]([O:7][CH3:8])=[O:6])[N:13]=[C:12]([S:18][CH3:19])[N:11]=1. The catalyst class is: 7.